Task: Regression. Given two drug SMILES strings and cell line genomic features, predict the synergy score measuring deviation from expected non-interaction effect.. Dataset: NCI-60 drug combinations with 297,098 pairs across 59 cell lines Drug 1: CC1=C(C=C(C=C1)NC2=NC=CC(=N2)N(C)C3=CC4=NN(C(=C4C=C3)C)C)S(=O)(=O)N.Cl. Drug 2: C1CC(=O)NC(=O)C1N2C(=O)C3=CC=CC=C3C2=O. Cell line: U251. Synergy scores: CSS=6.71, Synergy_ZIP=-1.23, Synergy_Bliss=4.15, Synergy_Loewe=-2.62, Synergy_HSA=-0.769.